From a dataset of Cav3 T-type calcium channel HTS with 100,875 compounds. Binary Classification. Given a drug SMILES string, predict its activity (active/inactive) in a high-throughput screening assay against a specified biological target. (1) The molecule is Clc1ccc(c2c3CCCCc3nc3sc(c(N)c23)C(=O)N)cc1. The result is 0 (inactive). (2) The molecule is Clc1ncc(C(OC2(C(=O)C=3C(=CC2=O)C=C(OC3)c2ccsc2)C)=O)cc1. The result is 0 (inactive). (3) The drug is O=C(NCCC=1CCCCC1)c1cc2N(C(=O)CS(=O)c2cc1)C. The result is 0 (inactive). (4) The drug is S(CC(=O)NCC1OCCC1)c1ncnc2n(nnc12)c1ccc(F)cc1. The result is 0 (inactive). (5) The drug is s1c(N2N=C(/C(=C(/NCc3occc3)CC)C2=O)C(F)(F)F)nc2c1cccc2. The result is 0 (inactive). (6) The drug is Oc1c(CNc2n(c3c(n2)cccc3)CC=C)cc(cc1)C. The result is 1 (active). (7) The compound is S(c1n(N)c(nn1)c1c(occ1)C)CC(=O)NC(=O)NC(C)C. The result is 0 (inactive).